From a dataset of Forward reaction prediction with 1.9M reactions from USPTO patents (1976-2016). Predict the product of the given reaction. (1) Given the reactants Cl[C:2]1[CH:3]=[C:4]([CH:7]=[CH:8][N:9]=1)[C:5]#[N:6].[NH2:10][C:11]1[CH:12]=[C:13]([OH:17])[CH:14]=[CH:15][CH:16]=1.C1(P(C(P(C2C=CC=CC=2)C2C=CC=CC=2)(C)C)C2C=CC=CC=2)C=CC=CC=1.CC(C)([O-])C.[Na+], predict the reaction product. The product is: [OH:17][C:13]1[CH:12]=[C:11]([NH:10][C:2]2[CH:3]=[C:4]([CH:7]=[CH:8][N:9]=2)[C:5]#[N:6])[CH:16]=[CH:15][CH:14]=1. (2) Given the reactants [NH2:1][C:2]1[CH:7]=[C:6]([NH:8][CH2:9][CH:10]2[CH2:15][CH2:14][N:13]([C:16]([O:18][C:19]([CH3:22])([CH3:21])[CH3:20])=[O:17])[CH2:12][CH2:11]2)[C:5](Br)=[CH:4][N:3]=1.[CH3:24][O:25][C:26]1[CH:31]=[CH:30][C:29](B(O)O)=[CH:28][CH:27]=1.C(=O)([O-])[O-].[Na+].[Na+], predict the reaction product. The product is: [NH2:1][C:2]1[CH:7]=[C:6]([NH:8][CH2:9][CH:10]2[CH2:15][CH2:14][N:13]([C:16]([O:18][C:19]([CH3:22])([CH3:21])[CH3:20])=[O:17])[CH2:12][CH2:11]2)[C:5]([C:29]2[CH:30]=[CH:31][C:26]([O:25][CH3:24])=[CH:27][CH:28]=2)=[CH:4][N:3]=1. (3) Given the reactants [F:1][C:2]1[CH:23]=[CH:22][C:5]([CH2:6][N:7]2[CH2:12][CH2:11][CH2:10][CH:9](S(C3C=CC=CC=3)=O)[C:8]2=[O:21])=[CH:4][CH:3]=1.C(=O)([O-])[O-].[Na+].[Na+], predict the reaction product. The product is: [F:1][C:2]1[CH:3]=[CH:4][C:5]([CH2:6][N:7]2[CH2:12][CH2:11][CH:10]=[CH:9][C:8]2=[O:21])=[CH:22][CH:23]=1. (4) Given the reactants [F:1][C:2]1[CH:3]=[C:4]([C:10]2[C:11]([NH2:22])=[CH:12][C:13]([N:16]3[CH2:21][CH2:20][O:19][CH2:18][CH2:17]3)=[N:14][CH:15]=2)[CH:5]=[CH:6][C:7]=1[O:8][CH3:9].Cl[C:24]1[C:33]2[C:28](=[CH:29][C:30]([F:35])=[CH:31][C:32]=2[F:34])[N:27]=[C:26]([C:36]2[CH:41]=[CH:40][CH:39]=[CH:38][N:37]=2)[C:25]=1[CH3:42].C1(P(C2CCCCC2)C2(CCC)CC(CCC)=CC(CCC)=C2C2C=CC=CC=2)CCCCC1.CC(C1C=C(C(C)C)C(C2C=CC=CC=2P(C2CCCCC2)C2CCCCC2)=C(C(C)C)C=1)C.CC(C)([O-])C.[Na+], predict the reaction product. The product is: [F:34][C:32]1[CH:31]=[C:30]([F:35])[CH:29]=[C:28]2[C:33]=1[C:24]([NH:22][C:11]1[C:10]([C:4]3[CH:5]=[CH:6][C:7]([O:8][CH3:9])=[C:2]([F:1])[CH:3]=3)=[CH:15][N:14]=[C:13]([N:16]3[CH2:21][CH2:20][O:19][CH2:18][CH2:17]3)[CH:12]=1)=[C:25]([CH3:42])[C:26]([C:36]1[CH:41]=[CH:40][CH:39]=[CH:38][N:37]=1)=[N:27]2. (5) The product is: [Cl:25][C:26]1[CH:32]=[CH:31][CH:30]=[C:29]([Cl:33])[C:27]=1[NH:28][C:13](=[O:15])[CH2:12][CH2:11][C:3]1[C:4]([Br:10])=[CH:5][C:6]([O:8][CH3:9])=[CH:7][C:2]=1[Br:1]. Given the reactants [Br:1][C:2]1[CH:7]=[C:6]([O:8][CH3:9])[CH:5]=[C:4]([Br:10])[C:3]=1[CH2:11][CH2:12][C:13]([OH:15])=O.C(N(C(C)C)CC)(C)C.[Cl:25][C:26]1[CH:32]=[CH:31][CH:30]=[C:29]([Cl:33])[C:27]=1[NH2:28], predict the reaction product. (6) Given the reactants [CH2:1]([C:3]1[CH:26]=[CH:25][CH:24]=[C:23]([CH3:27])[C:4]=1[CH2:5][NH:6][C:7]1[C:15]2[N:14]=[C:13]([CH3:16])[N:12]([CH3:17])[C:11]=2[CH:10]=[C:9]([C:18]([O:20]CC)=[O:19])[CH:8]=1)[CH3:2].[OH-].[Na+].[Cl-].[NH4+].Cl, predict the reaction product. The product is: [CH2:1]([C:3]1[CH:26]=[CH:25][CH:24]=[C:23]([CH3:27])[C:4]=1[CH2:5][NH:6][C:7]1[C:15]2[N:14]=[C:13]([CH3:16])[N:12]([CH3:17])[C:11]=2[CH:10]=[C:9]([C:18]([OH:20])=[O:19])[CH:8]=1)[CH3:2]. (7) Given the reactants [N+:1]([C:4]1[CH:9]=[CH:8][C:7]([C:10]2[CH:15]=[CH:14][C:13]([C:16]([F:19])([F:18])[F:17])=[CH:12][CH:11]=2)=[CH:6][C:5]=1[NH:20][CH2:21][CH2:22][C:23]([O:25][CH2:26][CH3:27])=[O:24])([O-])=O, predict the reaction product. The product is: [NH2:1][C:4]1[CH:9]=[CH:8][C:7]([C:10]2[CH:15]=[CH:14][C:13]([C:16]([F:18])([F:19])[F:17])=[CH:12][CH:11]=2)=[CH:6][C:5]=1[NH:20][CH2:21][CH2:22][C:23]([O:25][CH2:26][CH3:27])=[O:24]. (8) Given the reactants C(O[C:4]1[C:5](=[O:16])[C:6](=[O:15])[C:7]=1[NH:8][C:9]1[CH:14]=[CH:13][N:12]=[CH:11][CH:10]=1)C.[Cl:17][C:18]1[CH:32]=[CH:31][C:21]([O:22][C:23]2[CH:30]=[CH:29][C:26]([CH2:27][NH2:28])=[CH:25][CH:24]=2)=[CH:20][CH:19]=1, predict the reaction product. The product is: [Cl:17][C:18]1[CH:32]=[CH:31][C:21]([O:22][C:23]2[CH:30]=[CH:29][C:26]([CH2:27][NH:28][C:4]3[C:5](=[O:16])[C:6](=[O:15])[C:7]=3[NH:8][C:9]3[CH:10]=[CH:11][N:12]=[CH:13][CH:14]=3)=[CH:25][CH:24]=2)=[CH:20][CH:19]=1. (9) Given the reactants Cl[C:2]1[C:7]([Cl:8])=[CH:6][C:5]([C:9]([F:12])([F:11])[F:10])=[CH:4][N:3]=1.[I-:13].[Na+].C(Cl)(=O)C, predict the reaction product. The product is: [Cl:8][C:7]1[C:2]([I:13])=[N:3][CH:4]=[C:5]([C:9]([F:12])([F:11])[F:10])[CH:6]=1.